Predict the reactants needed to synthesize the given product. From a dataset of Full USPTO retrosynthesis dataset with 1.9M reactions from patents (1976-2016). (1) Given the product [N:17]1[S:21][N:20]=[C:19]2[C:22]([S:26]([NH:29][C:30]3[CH:38]=[C:37]([Cl:39])[CH:36]=[CH:35][C:31]=3[C:32]([NH:6][C@@H:5]([CH2:7][C:8]3[CH:13]=[CH:12][C:11]([Cl:14])=[C:10]([Br:15])[CH:9]=3)[C:4]([OH:3])=[O:16])=[O:33])(=[O:28])=[O:27])=[CH:23][CH:24]=[CH:25][C:18]=12, predict the reactants needed to synthesize it. The reactants are: Cl.C[O:3][C:4](=[O:16])[C@H:5]([CH2:7][C:8]1[CH:13]=[CH:12][C:11]([Cl:14])=[C:10]([Br:15])[CH:9]=1)[NH2:6].[N:17]1[S:21][N:20]=[C:19]2[C:22]([S:26]([NH:29][C:30]3[CH:38]=[C:37]([Cl:39])[CH:36]=[CH:35][C:31]=3[C:32](O)=[O:33])(=[O:28])=[O:27])=[CH:23][CH:24]=[CH:25][C:18]=12. (2) Given the product [CH3:19][O:1][CH:2]1[CH2:7][N:6]([C:8]([O:10][CH2:11][C:12]2[CH:17]=[CH:16][CH:15]=[CH:14][CH:13]=2)=[O:9])[C@H:5]([CH3:18])[CH2:4][CH2:3]1, predict the reactants needed to synthesize it. The reactants are: [OH:1][CH:2]1[CH2:7][N:6]([C:8]([O:10][CH2:11][C:12]2[CH:17]=[CH:16][CH:15]=[CH:14][CH:13]=2)=[O:9])[C@H:5]([CH3:18])[CH2:4][CH2:3]1.[CH3:19]I.[H-].[Na+]. (3) The reactants are: [CH2:1]([O:8][C:9]([C:11]1[S:12][C:13]([NH2:16])=[N:14][N:15]=1)=[O:10])[C:2]1[CH:7]=[CH:6][CH:5]=[CH:4][CH:3]=1.[CH2:17]([N:24]=[C:25]=[O:26])[C:18]1[CH:23]=[CH:22][CH:21]=[CH:20][CH:19]=1. Given the product [CH2:1]([O:8][C:9]([C:11]1[S:12][C:13]([NH:16][C:25]([NH:24][CH2:17][C:18]2[CH:23]=[CH:22][CH:21]=[CH:20][CH:19]=2)=[O:26])=[N:14][N:15]=1)=[O:10])[C:2]1[CH:3]=[CH:4][CH:5]=[CH:6][CH:7]=1, predict the reactants needed to synthesize it. (4) Given the product [NH2:1][C@@H:2]([CH2:21][C:45]1[C:46]([Cl:55])=[N:47][C:48]([C:51]([F:54])([F:53])[F:52])=[CH:49][CH:50]=1)[CH2:3][NH:4][C:5]1[S:6][C:7]([C:10]2[CH:11]=[C:12]3[C:17](=[CH:18][CH:19]=2)[CH:16]=[N:15][C:14]([F:20])=[CH:13]3)=[CH:8][N:9]=1.[C:31]([O:35][C:36]([NH:38][C@@H:39]([CH2:44][C:45]1[C:46]([Cl:55])=[N:47][C:48]([C:51]([F:54])([F:52])[F:53])=[CH:49][CH:50]=1)[C:40]([O:42][CH3:43])=[O:41])=[O:37])([CH3:34])([CH3:32])[CH3:33], predict the reactants needed to synthesize it. The reactants are: [NH2:1][C@@H:2]([CH2:21]N1C=C(C(F)(F)F)N=C1)[CH2:3][NH:4][C:5]1[S:6][C:7]([C:10]2[CH:11]=[C:12]3[C:17](=[CH:18][CH:19]=2)[CH:16]=[N:15][C:14]([F:20])=[CH:13]3)=[CH:8][N:9]=1.[C:31]([O:35][C:36]([NH:38][C@@H:39]([CH2:44][C:45]1[C:46]([Cl:55])=[N:47][C:48]([C:51]([F:54])([F:53])[F:52])=[CH:49][CH:50]=1)[C:40]([O:42][CH3:43])=[O:41])=[O:37])([CH3:34])([CH3:33])[CH3:32]. (5) Given the product [O:12]=[C:6]1[CH:5]2[CH2:4][CH:3]([CH2:10][CH:9]2[C:8]([OH:7])=[O:11])[CH2:2]1, predict the reactants needed to synthesize it. The reactants are: Br[CH:2]1[CH:6]2[O:7][C:8](=[O:11])[CH:9]3[CH2:10][CH:3]1[CH2:4][CH:5]23.[OH-:12].[Na+]. (6) Given the product [F:1][CH2:2][CH2:3][N:4]([CH3:15])[C:5](=[O:11])[O:6][C:7]([CH3:8])([CH3:10])[CH3:9], predict the reactants needed to synthesize it. The reactants are: [F:1][CH2:2][CH2:3][NH:4][C:5](=[O:11])[O:6][C:7]([CH3:10])([CH3:9])[CH3:8].[H-].[Na+].I[CH3:15]. (7) Given the product [CH:29]([NH:32][C:7]([C:6]1[C:11]([NH:10][C:9]([C:12]2[N:13]([C:18]3[C:23]([Cl:24])=[CH:22][CH:21]=[CH:20][N:19]=3)[N:14]=[C:15]([Cl:17])[CH:16]=2)=[O:8])=[C:2]([Cl:1])[CH:3]=[C:4]2[C:5]=1[NH:26][N:27]=[CH:28]2)=[O:25])([CH3:31])[CH3:30], predict the reactants needed to synthesize it. The reactants are: [Cl:1][C:2]1[CH:3]=[C:4]2[CH:28]=[N:27][NH:26][C:5]2=[C:6]2[C:11]=1[N:10]=[C:9]([C:12]1[N:13]([C:18]3[C:23]([Cl:24])=[CH:22][CH:21]=[CH:20][N:19]=3)[N:14]=[C:15]([Cl:17])[CH:16]=1)[O:8][C:7]2=[O:25].[CH:29]([NH2:32])([CH3:31])[CH3:30]. (8) Given the product [CH2:1]([N:3]([C:4]1[CH:9]=[CH:8][C:7]([F:10])=[C:6]([F:11])[CH:5]=1)[CH2:15][CH2:14][NH2:16])[CH3:2], predict the reactants needed to synthesize it. The reactants are: [CH2:1]([NH:3][C:4]1[CH:9]=[CH:8][C:7]([F:10])=[C:6]([F:11])[CH:5]=1)[CH3:2].Br.Br[CH:14]([NH2:16])[CH3:15]. (9) Given the product [Cl:46][C:18]1[CH:17]=[C:16]([C:3]2[CH:4]=[CH:5][O:1][CH:2]=2)[C:24]2[N:23]=[C:22]([C:25]3([C:38]#[N:39])[CH2:26][CH2:27][N:28]([C:31]([O:33][C:34]([CH3:37])([CH3:36])[CH3:35])=[O:32])[CH2:29][CH2:30]3)[N:21]([S:40](=[O:45])(=[O:44])[N:41]([CH3:43])[CH3:42])[C:20]=2[CH:19]=1, predict the reactants needed to synthesize it. The reactants are: [O:1]1[CH:5]=[CH:4][C:3](B2OC(C)(C)C(C)(C)O2)=[CH:2]1.Br[C:16]1[C:24]2[N:23]=[C:22]([C:25]3([C:38]#[N:39])[CH2:30][CH2:29][N:28]([C:31]([O:33][C:34]([CH3:37])([CH3:36])[CH3:35])=[O:32])[CH2:27][CH2:26]3)[N:21]([S:40](=[O:45])(=[O:44])[N:41]([CH3:43])[CH3:42])[C:20]=2[CH:19]=[C:18]([Cl:46])[CH:17]=1. (10) Given the product [C:15]([O:19][CH2:20][C:21]1[C:5]([C:6]([O:8][CH2:9][CH3:10])=[O:7])=[C:4]([CH:1]2[CH2:3][CH2:2]2)[O:11][N:22]=1)([CH3:18])([CH3:17])[CH3:16], predict the reactants needed to synthesize it. The reactants are: [CH:1]1([C:4](=[O:11])[CH2:5][C:6]([O:8][CH2:9][CH3:10])=[O:7])[CH2:3][CH2:2]1.O(C)[Na].[C:15]([O:19][CH2:20][C:21](Cl)=[N:22]O)([CH3:18])([CH3:17])[CH3:16].CCOCC.